This data is from NCI-60 drug combinations with 297,098 pairs across 59 cell lines. The task is: Regression. Given two drug SMILES strings and cell line genomic features, predict the synergy score measuring deviation from expected non-interaction effect. (1) Drug 1: CC1=C(C(CCC1)(C)C)C=CC(=CC=CC(=CC(=O)O)C)C. Drug 2: CCC1(CC2CC(C3=C(CCN(C2)C1)C4=CC=CC=C4N3)(C5=C(C=C6C(=C5)C78CCN9C7C(C=CC9)(C(C(C8N6C)(C(=O)OC)O)OC(=O)C)CC)OC)C(=O)OC)O.OS(=O)(=O)O. Cell line: OVCAR-4. Synergy scores: CSS=2.53, Synergy_ZIP=-1.67, Synergy_Bliss=2.49, Synergy_Loewe=3.18, Synergy_HSA=2.76. (2) Drug 1: CNC(=O)C1=CC=CC=C1SC2=CC3=C(C=C2)C(=NN3)C=CC4=CC=CC=N4. Drug 2: COC1=C2C(=CC3=C1OC=C3)C=CC(=O)O2. Cell line: SR. Synergy scores: CSS=46.1, Synergy_ZIP=-2.84, Synergy_Bliss=-6.31, Synergy_Loewe=-34.6, Synergy_HSA=-5.55. (3) Drug 1: CC12CCC(CC1=CCC3C2CCC4(C3CC=C4C5=CN=CC=C5)C)O. Drug 2: C1C(C(OC1N2C=NC3=C(N=C(N=C32)Cl)N)CO)O. Cell line: HCT116. Synergy scores: CSS=14.7, Synergy_ZIP=-4.46, Synergy_Bliss=-2.76, Synergy_Loewe=-10.7, Synergy_HSA=-4.13. (4) Drug 1: CC1CCC2CC(C(=CC=CC=CC(CC(C(=O)C(C(C(=CC(C(=O)CC(OC(=O)C3CCCCN3C(=O)C(=O)C1(O2)O)C(C)CC4CCC(C(C4)OC)OCCO)C)C)O)OC)C)C)C)OC. Drug 2: C(=O)(N)NO. Cell line: BT-549. Synergy scores: CSS=11.1, Synergy_ZIP=-3.78, Synergy_Bliss=0.384, Synergy_Loewe=-15.7, Synergy_HSA=-2.37. (5) Drug 1: C1CN1P(=S)(N2CC2)N3CC3. Drug 2: CC(C)NC(=O)C1=CC=C(C=C1)CNNC.Cl. Cell line: CAKI-1. Synergy scores: CSS=17.1, Synergy_ZIP=-7.13, Synergy_Bliss=-7.90, Synergy_Loewe=-11.3, Synergy_HSA=-4.69. (6) Drug 1: C1=NC2=C(N1)C(=S)N=CN2. Drug 2: CCN(CC)CCCC(C)NC1=C2C=C(C=CC2=NC3=C1C=CC(=C3)Cl)OC. Cell line: HCC-2998. Synergy scores: CSS=34.1, Synergy_ZIP=-10.4, Synergy_Bliss=-1.90, Synergy_Loewe=-9.47, Synergy_HSA=-0.655. (7) Drug 1: C1CCC(C1)C(CC#N)N2C=C(C=N2)C3=C4C=CNC4=NC=N3. Drug 2: CC1=C(C=C(C=C1)NC(=O)C2=CC=C(C=C2)CN3CCN(CC3)C)NC4=NC=CC(=N4)C5=CN=CC=C5. Cell line: RPMI-8226. Synergy scores: CSS=-2.29, Synergy_ZIP=-0.145, Synergy_Bliss=-3.43, Synergy_Loewe=-7.84, Synergy_HSA=-8.15.